This data is from Reaction yield outcomes from USPTO patents with 853,638 reactions. The task is: Predict the reaction yield, written as a fraction of the theoretical maximum amount of product (1.0 means a 100% yield; for example, 0.34 means a 34% yield). The reactants are [CH:1]1([S:7]([C:10]2[CH:29]=[CH:28][CH:27]=[CH:26][C:11]=2[CH2:12][C:13]2[C:21]3[C:20](=[O:22])[CH2:19][C:18]([CH3:24])([CH3:23])[CH2:17][C:16]=3[NH:15][C:14]=2[CH3:25])(=[O:9])=[O:8])[CH2:6][CH2:5][CH2:4][CH2:3][CH2:2]1.Br[CH2:31][C:32]([O:34][CH2:35][CH3:36])=[O:33].[I-].[K+].C(=O)([O-])[O-].[K+].[K+]. The catalyst is C(#N)C. The product is [CH:1]1([S:7]([C:10]2[CH:29]=[CH:28][CH:27]=[CH:26][C:11]=2[CH2:12][C:13]2[C:21]3[C:20](=[O:22])[CH2:19][C:18]([CH3:24])([CH3:23])[CH2:17][C:16]=3[N:15]([CH2:31][C:32]([O:34][CH2:35][CH3:36])=[O:33])[C:14]=2[CH3:25])(=[O:9])=[O:8])[CH2:6][CH2:5][CH2:4][CH2:3][CH2:2]1. The yield is 0.280.